This data is from Forward reaction prediction with 1.9M reactions from USPTO patents (1976-2016). The task is: Predict the product of the given reaction. (1) Given the reactants [CH3:1][C@@H:2]1[CH2:7][N:6]([C:8]([O:10][C:11]([CH3:14])([CH3:13])[CH3:12])=[O:9])[C@H:5]([CH2:15][NH:16]CC2C=CC=CC=2)[CH2:4][CH2:3]1, predict the reaction product. The product is: [NH2:16][CH2:15][C@@H:5]1[CH2:4][CH2:3][C@H:2]([CH3:1])[CH2:7][N:6]1[C:8]([O:10][C:11]([CH3:12])([CH3:14])[CH3:13])=[O:9]. (2) Given the reactants Cl[C:2]1[CH:9]=[C:8]([C:10]([F:13])([F:12])[F:11])[CH:7]=[C:6]([Cl:14])[C:3]=1[CH:4]=[O:5].CC1(C)C(C)(C)OB([C:23]2[CH:24]=[CH:25][C:26]([C:29]([NH:31][CH2:32][CH2:33][C:34]([O:36][CH2:37][CH3:38])=[O:35])=[O:30])=[N:27][CH:28]=2)O1, predict the reaction product. The product is: [Cl:14][C:6]1[C:3]([CH:4]=[O:5])=[C:2]([C:23]2[CH:24]=[CH:25][C:26]([C:29]([NH:31][CH2:32][CH2:33][C:34]([O:36][CH2:37][CH3:38])=[O:35])=[O:30])=[N:27][CH:28]=2)[CH:9]=[C:8]([C:10]([F:13])([F:12])[F:11])[CH:7]=1. (3) The product is: [CH3:16][N:14]([CH3:15])[C:12](=[O:13])[C:11]1[CH:17]=[CH:18][CH:19]=[C:9]([CH2:8][CH2:7][C:4]2[NH:5][N:6]=[C:2]([NH:1][C:21]3[CH:26]=[CH:25][N:24]=[C:23]([NH:27][CH2:28][C:29]4[O:33][N:32]=[C:31]([CH3:34])[CH:30]=4)[N:22]=3)[CH:3]=2)[CH:10]=1. Given the reactants [NH2:1][C:2]1[CH:3]=[C:4]([CH2:7][CH2:8][C:9]2[CH:10]=[C:11]([CH:17]=[CH:18][CH:19]=2)[C:12]([N:14]([CH3:16])[CH3:15])=[O:13])[NH:5][N:6]=1.Cl[C:21]1[CH:26]=[CH:25][N:24]=[C:23]([NH:27][CH2:28][C:29]2[O:33][N:32]=[C:31]([CH3:34])[CH:30]=2)[N:22]=1, predict the reaction product. (4) Given the reactants [F:1][C:2]1[N:9]=[C:8]([F:10])[CH:7]=[CH:6][C:3]=1C=O.[CH:11]([O:18][CH2:19][CH3:20])([O:15][CH2:16][CH3:17])OCC.C1(C)C=CC(S(O)(=O)=O)=CC=1, predict the reaction product. The product is: [CH2:19]([O:18][CH:11]([O:15][CH2:16][CH3:17])[C:7]1[C:8]([F:10])=[N:9][C:2]([F:1])=[CH:3][CH:6]=1)[CH3:20]. (5) Given the reactants [CH3:1][C@@:2]1([CH2:5]OS(C2C=CC=C([N+]([O-])=O)C=2)(=O)=O)[CH2:4][O:3]1.[OH:19][C:20]1[CH:25]=[C:24]([O:26][CH3:27])[CH:23]=[CH:22][C:21]=1[NH:28][C:29](=[O:31])[CH3:30].C([O-])([O-])=O.[Cs+].[Cs+], predict the reaction product. The product is: [CH3:27][O:26][C:24]1[CH:23]=[CH:22][C:21]([NH:28][C:29](=[O:31])[CH3:30])=[C:20]([O:19][CH2:1][C@:2]2([CH3:5])[CH2:4][O:3]2)[CH:25]=1. (6) The product is: [S:6]([O-:10])([O-:9])(=[O:8])=[O:7].[Al+3:2].[S:6]([O-:10])([O-:9])(=[O:8])=[O:7].[S:6]([O-:10])([O-:9])(=[O:8])=[O:7].[Al+3:2]. Given the reactants [O-2].[Al+3:2].[O-2].[O-2].[Al+3].[S:6](=[O:10])(=[O:9])([OH:8])[OH:7], predict the reaction product.